This data is from Reaction yield outcomes from USPTO patents with 853,638 reactions. The task is: Predict the reaction yield, written as a fraction of the theoretical maximum amount of product (1.0 means a 100% yield; for example, 0.34 means a 34% yield). The reactants are [NH:1]1[CH2:5][CH2:4][CH:3]([NH:6][C:7](=[O:13])[O:8][C:9]([CH3:12])([CH3:11])[CH3:10])[CH2:2]1.[Cl:14][C:15]1[CH:20]=[CH:19][C:18](I)=[CH:17][N:16]=1. No catalyst specified. The product is [Cl:14][C:15]1[N:16]=[CH:17][C:18]([N:1]2[CH2:5][CH2:4][CH:3]([NH:6][C:7](=[O:13])[O:8][C:9]([CH3:10])([CH3:12])[CH3:11])[CH2:2]2)=[CH:19][CH:20]=1. The yield is 0.480.